This data is from Forward reaction prediction with 1.9M reactions from USPTO patents (1976-2016). The task is: Predict the product of the given reaction. (1) Given the reactants [Cl:1][C:2]1[CH:7]=[CH:6][C:5](B(O)O)=[CH:4][C:3]=1[C:11]([F:14])([F:13])[F:12].I[C:16]1[CH:21]=[CH:20][C:19]([OH:22])=[CH:18][CH:17]=1.C(=O)([O-])[O-].[Cs+].[Cs+].O, predict the reaction product. The product is: [Cl:1][C:2]1[CH:7]=[CH:6][C:5]([C:16]2[CH:21]=[CH:20][C:19]([OH:22])=[CH:18][CH:17]=2)=[CH:4][C:3]=1[C:11]([F:14])([F:13])[F:12]. (2) Given the reactants [CH3:1][NH2:2].[CH3:3][C:4]1[N:5]=[C:6]([CH:9]=O)[S:7][CH:8]=1.[BH4-].[Na+], predict the reaction product. The product is: [CH3:1][NH:2][CH2:9][C:6]1[S:7][CH:8]=[C:4]([CH3:3])[N:5]=1. (3) Given the reactants Cl[C:2]1[N:7]=[CH:6][C:5]([O:8][C:9]2[CH:10]=[C:11]([N:15]([CH3:17])[CH3:16])[CH:12]=[CH:13][CH:14]=2)=[CH:4][CH:3]=1.[CH3:18][O:19][C:20]1[CH:25]=[CH:24][CH:23]=[C:22]([NH2:26])[CH:21]=1.C1(P(C2C=CC=CC=2)C2C3OC4C(=CC=CC=4P(C4C=CC=CC=4)C4C=CC=CC=4)C(C)(C)C=3C=CC=2)C=CC=CC=1.C(=O)([O-])[O-].[Cs+].[Cs+], predict the reaction product. The product is: [CH3:16][N:15]([CH3:17])[C:11]1[CH:10]=[C:9]([CH:14]=[CH:13][CH:12]=1)[O:8][C:5]1[CH:4]=[CH:3][C:2]([NH:26][C:22]2[CH:23]=[CH:24][CH:25]=[C:20]([O:19][CH3:18])[CH:21]=2)=[N:7][CH:6]=1. (4) Given the reactants [Cl:1][C:2]1[C:3]([S:29][C:30]2[CH:35]=[CH:34][C:33]([O:36][CH3:37])=[CH:32][CH:31]=2)=[CH:4][C:5]([F:28])=[C:6]([S:8]([N:11](CC2C=CC(OC)=CC=2OC)[C:12]2[S:13][CH:14]=[N:15][N:16]=2)(=[O:10])=[O:9])[CH:7]=1.Cl, predict the reaction product. The product is: [Cl:1][C:2]1[C:3]([S:29][C:30]2[CH:31]=[CH:32][C:33]([O:36][CH3:37])=[CH:34][CH:35]=2)=[CH:4][C:5]([F:28])=[C:6]([S:8]([NH:11][C:12]2[S:13][CH:14]=[N:15][N:16]=2)(=[O:10])=[O:9])[CH:7]=1. (5) Given the reactants C[O:2][C:3](=[O:32])[C:4]1[CH:9]=[CH:8][CH:7]=[C:6]([O:10][CH2:11][CH2:12][CH2:13][N:14]2[C:18]3[CH:19]=[CH:20][CH:21]=[CH:22][C:17]=3[N:16]([CH2:23][C:24]3[CH:29]=[CH:28][CH:27]=[C:26]([Br:30])[CH:25]=3)[C:15]2=[NH:31])[CH:5]=1.[OH-].[Na+:34], predict the reaction product. The product is: [Na+:34].[Br:30][C:26]1[CH:25]=[C:24]([CH:29]=[CH:28][CH:27]=1)[CH2:23][N:16]1[C:17]2[CH:22]=[CH:21][CH:20]=[CH:19][C:18]=2[N:14]([CH2:13][CH2:12][CH2:11][O:10][C:6]2[CH:5]=[C:4]([CH:9]=[CH:8][CH:7]=2)[C:3]([O-:32])=[O:2])[C:15]1=[NH:31]. (6) The product is: [F:1][C:2]1[CH:8]=[CH:7][C:6]([F:9])=[CH:5][C:3]=1[NH:4][C:17](=[O:18])[CH:11]([CH3:10])[C:12]([O:14][CH2:15][CH3:16])=[O:13]. Given the reactants [F:1][C:2]1[CH:8]=[CH:7][C:6]([F:9])=[CH:5][C:3]=1[NH2:4].[CH3:10][CH:11]([C:17](OCC)=[O:18])[C:12]([O:14][CH2:15][CH3:16])=[O:13], predict the reaction product. (7) Given the reactants [OH:1][CH2:2][C@@H:3]([N:5]([CH2:16][C:17]1[CH:22]=[CH:21][C:20]([O:23][CH3:24])=[CH:19][CH:18]=1)[C:6](=[O:15])[O:7][CH2:8][C:9]1[CH:14]=[CH:13][CH:12]=[CH:11][CH:10]=1)[CH3:4].C([O-])(O)=O.[Na+].[O-]Cl.[Na+].[O-]S([O-])(=S)=O.[Na+].[Na+], predict the reaction product. The product is: [CH3:24][O:23][C:20]1[CH:19]=[CH:18][C:17]([CH2:16][N:5]([C@@H:3]([CH3:4])[CH:2]=[O:1])[C:6](=[O:15])[O:7][CH2:8][C:9]2[CH:14]=[CH:13][CH:12]=[CH:11][CH:10]=2)=[CH:22][CH:21]=1.